From a dataset of Catalyst prediction with 721,799 reactions and 888 catalyst types from USPTO. Predict which catalyst facilitates the given reaction. (1) Reactant: [N+](=[CH2:3])=[N-].CC1C=CC(S(N(N=O)C)(=O)=O)=CC=1.[CH2:18]([N:25]1[CH2:30][C@@H:29]([OH:31])[CH2:28][C@H:27]([C:32]([O:34][CH3:35])=[O:33])[C@H:26]1[C:36]([O:38][CH2:39][C:40]1[CH:45]=[CH:44][CH:43]=[CH:42][CH:41]=1)=[O:37])[C:19]1[CH:24]=[CH:23][CH:22]=[CH:21][CH:20]=1. Product: [CH2:18]([N:25]1[CH2:30][C@@H:29]([O:31][CH3:3])[CH2:28][C@H:27]([C:32]([O:34][CH3:35])=[O:33])[C@H:26]1[C:36]([O:38][CH2:39][C:40]1[CH:41]=[CH:42][CH:43]=[CH:44][CH:45]=1)=[O:37])[C:19]1[CH:24]=[CH:23][CH:22]=[CH:21][CH:20]=1. The catalyst class is: 28. (2) Reactant: [NH2:1][C:2]1[C:11]2[N:12]=[C:13]([CH2:20][O:21][CH2:22][CH3:23])[N:14]([CH2:15][C:16]([CH3:19])([OH:18])[CH3:17])[C:10]=2[C:9]2[N:8]=[CH:7][C:6](Br)=[CH:5][C:4]=2[N:3]=1.Cl.[NH2:26][CH2:27][C:28]1[CH:33]=[CH:32][C:31](B(O)O)=[CH:30][CH:29]=1.C(=O)([O-])[O-].[K+].[K+].COCCOC. Product: [NH2:1][C:2]1[C:11]2[N:12]=[C:13]([CH2:20][O:21][CH2:22][CH3:23])[N:14]([CH2:15][C:16]([CH3:19])([OH:18])[CH3:17])[C:10]=2[C:9]2[N:8]=[CH:7][C:6]([C:31]3[CH:32]=[CH:33][C:28]([CH2:27][NH2:26])=[CH:29][CH:30]=3)=[CH:5][C:4]=2[N:3]=1. The catalyst class is: 189. (3) Reactant: [C:1]([N:4]1[C:13]2[C:8](=[CH:9][C:10]([N:14]3[CH2:19][CH2:18][N:17](C(OC(C)(C)C)=O)[CH2:16][CH2:15]3)=[CH:11][CH:12]=2)[C@H:7]([NH:27][C:28]2[N:33]=[CH:32][CH:31]=[CH:30][N:29]=2)[C@@H:6]([CH3:34])[C@@H:5]1[CH2:35][CH3:36])(=[O:3])[CH3:2].C(O)(C(F)(F)F)=O. Product: [CH2:35]([C@H:5]1[C@H:6]([CH3:34])[C@@H:7]([NH:27][C:28]2[N:33]=[CH:32][CH:31]=[CH:30][N:29]=2)[C:8]2[C:13](=[CH:12][CH:11]=[C:10]([N:14]3[CH2:15][CH2:16][NH:17][CH2:18][CH2:19]3)[CH:9]=2)[N:4]1[C:1](=[O:3])[CH3:2])[CH3:36]. The catalyst class is: 4. (4) Reactant: [CH3:1][O:2][C:3]1[C:8]([O:9][CH3:10])=[CH:7][CH:6]=[CH:5][N:4]=1.C(Cl)Cl.[Br:14]Br. Product: [Br:14][C:6]1[CH:7]=[C:8]([O:9][CH3:10])[C:3]([O:2][CH3:1])=[N:4][CH:5]=1. The catalyst class is: 250. (5) Reactant: C(OC([N:8]([C:22]1[N:23]=[C:24]2[CH:29]=[CH:28][CH:27]=[CH:26][N:25]2[C:30]=1[CH3:31])[S:9]([C:12]1[CH:21]=[CH:20][C:15]([C:16]([O:18][CH3:19])=[O:17])=[CH:14][CH:13]=1)(=[O:11])=[O:10])=O)(C)(C)C.Cl. Product: [CH3:31][C:30]1[N:25]2[CH:26]=[CH:27][CH:28]=[CH:29][C:24]2=[N:23][C:22]=1[NH:8][S:9]([C:12]1[CH:21]=[CH:20][C:15]([C:16]([O:18][CH3:19])=[O:17])=[CH:14][CH:13]=1)(=[O:11])=[O:10]. The catalyst class is: 440. (6) Reactant: [ClH:1].[NH2:2][CH:3](CC1C=CC(Cl)=CC=1)[C:4]([N:6]1[CH2:11][CH2:10][N:9]([CH:12]([CH2:17][C:18]2[CH:27]=[CH:26][C:25]3[C:20](=[CH:21][CH:22]=[CH:23][CH:24]=3)[CH:19]=2)[C:13]([NH:15][CH3:16])=[O:14])[CH2:8][CH:7]1[CH2:28][CH3:29])=[O:5].[C:38]([N:45]1[CH2:52][CH2:51][CH2:50][C@H:46]1[C:47]([OH:49])=O)([O:40][C:41]([CH3:44])([CH3:43])[CH3:42])=[O:39].[CH3:53]N(C)CCCN=C=NCC.ON1[C:69]2[CH:70]=[CH:71][CH:72]=[CH:73][C:68]=2N=N1.CN1CCOCC1. Product: [C:41]([O:40][C:38]([N:45]1[CH2:52][CH2:51][CH2:50][CH:46]1[C:47](=[O:49])[N:2]([CH2:53][C:68]1[CH:73]=[CH:72][C:71]([Cl:1])=[CH:70][CH:69]=1)[CH2:3][C:4]([N:6]1[CH2:11][CH2:10][N:9]([CH:12]([C:13](=[O:14])[NH:15][CH3:16])[CH2:17][C:18]2[CH:27]=[CH:26][C:25]3[C:20](=[CH:21][CH:22]=[CH:23][CH:24]=3)[CH:19]=2)[CH2:8][CH:7]1[CH2:28][CH3:29])=[O:5])=[O:39])([CH3:42])([CH3:43])[CH3:44]. The catalyst class is: 303. (7) Reactant: [C:1]([C:3]1[CH:4]=[C:5]([CH:36]=[CH:37][CH:38]=1)[CH2:6][N:7]([C:29]1[CH:34]=[CH:33][C:32]([OH:35])=[CH:31][CH:30]=1)[CH:8]1[CH2:13][CH2:12][N:11]([CH:14]([CH3:28])[CH2:15][CH2:16][NH:17][C:18](=[O:27])[C:19]2[C:24]([CH3:25])=[CH:23][CH:22]=[CH:21][C:20]=2[CH3:26])[CH2:10][CH2:9]1)#[N:2].C([O-])([O-])=O.[K+].[K+].[CH2:45]([N:47]([CH2:51][CH3:52])[C:48](Cl)=[O:49])[CH3:46]. The catalyst class is: 3. Product: [C:1]([C:3]1[CH:4]=[C:5]([CH:36]=[CH:37][CH:38]=1)[CH2:6][N:7]([CH:8]1[CH2:13][CH2:12][N:11]([CH:14]([CH3:28])[CH2:15][CH2:16][NH:17][C:18](=[O:27])[C:19]2[C:24]([CH3:25])=[CH:23][CH:22]=[CH:21][C:20]=2[CH3:26])[CH2:10][CH2:9]1)[C:29]1[CH:34]=[CH:33][C:32]([O:35][C:48](=[O:49])[N:47]([CH2:51][CH3:52])[CH2:45][CH3:46])=[CH:31][CH:30]=1)#[N:2]. (8) Reactant: [F:1][C:2]([F:13])([F:12])[C:3]([C:5]1[CH:10]=[CH:9][C:8]([OH:11])=[CH:7][CH:6]=1)=[O:4].[BH4-].[Na+]. Product: [F:1][C:2]([F:12])([F:13])[CH:3]([C:5]1[CH:10]=[CH:9][C:8]([OH:11])=[CH:7][CH:6]=1)[OH:4]. The catalyst class is: 5. (9) Reactant: [C@@H:1]1([N:10]2[CH:17]=[CH:16][C:14](=[O:15])[NH:13][C:11]2=[O:12])[O:9][C@H:6]([CH2:7]O)[C@@H:4]([OH:5])[C@H:2]1[OH:3].N1C=CN=C1.[I:23]I. Product: [OH:3][C@@H:2]1[C@H:4]([OH:5])[C@@H:6]([CH2:7][I:23])[O:9][C@H:1]1[N:10]1[CH:17]=[CH:16][C:14](=[O:15])[NH:13][C:11]1=[O:12]. The catalyst class is: 1. (10) Reactant: Br[C:2]1[N:3]=[CH:4][C:5]([F:32])=[C:6]2[C:10]([C:11](=[O:31])[C:12]([N:14]3[CH2:19][CH2:18][N:17]([C:20]4[N:24]([C:25]5[CH:30]=[CH:29][CH:28]=[CH:27][CH:26]=5)[N:23]=[N:22][N:21]=4)[CH2:16][CH2:15]3)=[O:13])=[CH:9][NH:8][C:7]=12.C([Sn]([C:46]#[N:47])(CCCC)CCCC)CCC. Product: [F:32][C:5]1[CH:4]=[N:3][C:2]([C:46]#[N:47])=[C:7]2[NH:8][CH:9]=[C:10]([C:11](=[O:31])[C:12](=[O:13])[N:14]3[CH2:15][CH2:16][N:17]([C:20]4[N:24]([C:25]5[CH:26]=[CH:27][CH:28]=[CH:29][CH:30]=5)[N:23]=[N:22][N:21]=4)[CH2:18][CH2:19]3)[C:6]=12. The catalyst class is: 77.